The task is: Predict the reactants needed to synthesize the given product.. This data is from Full USPTO retrosynthesis dataset with 1.9M reactions from patents (1976-2016). (1) Given the product [CH3:1][C:2]1[CH:3]=[C:4]([CH2:29][O:30][Si:39]([CH:43]([CH3:45])[CH3:44])([CH:40]([CH3:42])[CH3:41])[CH:37]([CH3:38])[CH3:36])[C:5]([CH2:21][O:22][CH:23]2[CH2:28][CH2:27][CH2:26][CH2:25][O:24]2)=[C:6]2[C:10]=1[N:9]([S:11]([C:14]1[CH:15]=[CH:16][C:17]([CH3:18])=[CH:19][CH:20]=1)(=[O:13])=[O:12])[CH:8]=[CH:7]2, predict the reactants needed to synthesize it. The reactants are: [CH3:1][C:2]1[CH:3]=[C:4]([CH2:29][OH:30])[C:5]([CH2:21][O:22][CH:23]2[CH2:28][CH2:27][CH2:26][CH2:25][O:24]2)=[C:6]2[C:10]=1[N:9]([S:11]([C:14]1[CH:20]=[CH:19][C:17]([CH3:18])=[CH:16][CH:15]=1)(=[O:13])=[O:12])[CH:8]=[CH:7]2.N1C=CN=C1.[CH3:36][CH:37]([Si:39](Cl)([CH:43]([CH3:45])[CH3:44])[CH:40]([CH3:42])[CH3:41])[CH3:38]. (2) The reactants are: C(N(CC)CC)C.Cl.[NH2:9][CH2:10][C:11]1[CH:19]=[CH:18][CH:17]=[C:16]2[C:12]=1[C:13](=[O:38])[N:14]([CH:21]([C:27]1[CH:32]=[CH:31][C:30]([O:33][CH3:34])=[C:29]([O:35][CH2:36][CH3:37])[CH:28]=1)[CH2:22][S:23]([CH3:26])(=[O:25])=[O:24])[C:15]2=[O:20].[Cl:39][CH2:40][C:41](Cl)=[O:42]. Given the product [Cl:39][CH2:40][C:41]([NH:9][CH2:10][C:11]1[CH:19]=[CH:18][CH:17]=[C:16]2[C:12]=1[C:13](=[O:38])[N:14]([CH:21]([C:27]1[CH:32]=[CH:31][C:30]([O:33][CH3:34])=[C:29]([O:35][CH2:36][CH3:37])[CH:28]=1)[CH2:22][S:23]([CH3:26])(=[O:25])=[O:24])[C:15]2=[O:20])=[O:42], predict the reactants needed to synthesize it. (3) Given the product [CH3:1][Si:2]([CH3:4])([CH3:3])[C:5]#[C:6][CH2:30][CH2:31][CH2:32][CH2:33][C:34]1[CH:35]=[C:36]2[C:41](=[N:42][CH:43]=1)[NH:40][C:39](=[O:44])[CH2:38][CH2:37]2, predict the reactants needed to synthesize it. The reactants are: [CH3:1][Si:2]([C:5]#[CH:6])([CH3:4])[CH3:3].C([Li])CCC.C1CCCCC1.CN(P(N(C)C)(N(C)C)=O)C.Br[CH2:30][CH2:31][CH2:32][CH2:33][C:34]1[CH:35]=[C:36]2[C:41](=[N:42][CH:43]=1)[NH:40][C:39](=[O:44])[CH2:38][CH2:37]2.[Na]. (4) Given the product [ClH:37].[CH3:1][O:2][C:3]1[CH:4]=[C:5]2[C:10](=[CH:11][C:12]=1[O:13][CH2:14][CH:15]1[CH2:16][CH2:17][NH:18][CH2:19][CH2:20]1)[N:9]=[CH:8][N:7]([CH2:28][O:29][C:30](=[O:35])[C:31]([CH3:32])([CH3:33])[CH3:34])[C:6]2=[O:36], predict the reactants needed to synthesize it. The reactants are: [CH3:1][O:2][C:3]1[CH:4]=[C:5]2[C:10](=[CH:11][C:12]=1[O:13][CH2:14][CH:15]1[CH2:20][CH2:19][N:18](C(OC(C)(C)C)=O)[CH2:17][CH2:16]1)[N:9]=[CH:8][N:7]([CH2:28][O:29][C:30](=[O:35])[C:31]([CH3:34])([CH3:33])[CH3:32])[C:6]2=[O:36].[ClH:37].CCOCC. (5) Given the product [Br:1][C:2]1[CH:3]=[C:4]([C:5](=[O:6])[CH3:14])[CH:11]=[CH:12][N:13]=1, predict the reactants needed to synthesize it. The reactants are: [Br:1][C:2]1[CH:3]=[C:4]([CH:11]=[CH:12][N:13]=1)[C:5](N(OC)C)=[O:6].[CH3:14][Mg]Br.C(OCC)(=O)C.[Cl-].[Na+].